Dataset: Forward reaction prediction with 1.9M reactions from USPTO patents (1976-2016). Task: Predict the product of the given reaction. (1) The product is: [CH:47]1[C:46]2[CH:45]([CH2:44][O:43][C:41](=[O:42])[NH:40][C:37]3[CH:38]=[CH:39][C:34]([CH2:33][C@H:29]([NH:28][C:26]([O:25][C:21]([CH3:23])([CH3:22])[CH3:24])=[O:27])[C:30]([N:17]4[CH2:18][CH2:19][CH2:20][C@H:16]4[C:14]4[CH:13]=[N:12][CH:11]=[C:10]([C:8](=[O:9])[C:5]5[CH:4]=[CH:3][C:2]([F:1])=[CH:7][CH:6]=5)[CH:15]=4)=[O:31])=[CH:35][CH:36]=3)[C:57]3[C:52](=[CH:53][CH:54]=[CH:55][CH:56]=3)[C:51]=2[CH:50]=[CH:49][CH:48]=1. Given the reactants [F:1][C:2]1[CH:7]=[CH:6][C:5]([C:8]([C:10]2[CH:11]=[N:12][CH:13]=[C:14]([C@@H:16]3[CH2:20][CH2:19][CH2:18][NH:17]3)[CH:15]=2)=[O:9])=[CH:4][CH:3]=1.[C:21]([O:25][C:26]([NH:28][C@@H:29]([CH2:33][C:34]1[CH:39]=[CH:38][C:37]([NH:40][C:41]([O:43][CH2:44][CH:45]2[C:57]3[CH:56]=[CH:55][CH:54]=[CH:53][C:52]=3[C:51]3[C:46]2=[CH:47][CH:48]=[CH:49][CH:50]=3)=[O:42])=[CH:36][CH:35]=1)[C:30](O)=[O:31])=[O:27])([CH3:24])([CH3:23])[CH3:22].C(N(C(C)C)C(C)C)C.N1(O)C2C=CC=CC=2N=N1, predict the reaction product. (2) Given the reactants C([N:8]1[CH2:13][CH2:12][C:11](=[O:14])[CH:10]([CH3:15])[CH2:9]1)C1C=CC=CC=1.[C:24](O[C:24]([O:26][C:27]([CH3:30])([CH3:29])[CH3:28])=[O:25])([O:26][C:27]([CH3:30])([CH3:29])[CH3:28])=[O:25], predict the reaction product. The product is: [C:27]([O:26][C:24]([N:8]1[CH2:13][CH2:12][C:11](=[O:14])[CH:10]([CH3:15])[CH2:9]1)=[O:25])([CH3:28])([CH3:29])[CH3:30].